This data is from CYP1A2 inhibition data for predicting drug metabolism from PubChem BioAssay. The task is: Regression/Classification. Given a drug SMILES string, predict its absorption, distribution, metabolism, or excretion properties. Task type varies by dataset: regression for continuous measurements (e.g., permeability, clearance, half-life) or binary classification for categorical outcomes (e.g., BBB penetration, CYP inhibition). Dataset: cyp1a2_veith. (1) The molecule is NC(=O)CNC(=O)[C@@H]1CC2(CC(c3cccc([N+](=O)[O-])c3)=NO2)CN1C(=O)c1ccccc1. The result is 0 (non-inhibitor). (2) The molecule is CC(=O)OC1COC(N2CCc3cc([N+](=O)[O-])ccc32)C(OC(C)=O)C1OC(C)=O. The result is 0 (non-inhibitor). (3) The compound is COc1ccc(OCCn2c(C)c(/C=N/n3cnnc3)c3ccccc32)cc1. The result is 1 (inhibitor).